Task: Predict the product of the given reaction.. Dataset: Forward reaction prediction with 1.9M reactions from USPTO patents (1976-2016) (1) Given the reactants Cl[C:2]1[C:11]2[C:6](=[CH:7][CH:8]=[CH:9][CH:10]=2)[C:5]([NH:12][C:13]2[CH:18]=[CH:17][C:16]([S:19][C:20]3[C:29]4[C:24](=[CH:25][C:26]([O:30][CH3:31])=[CH:27][N:28]=4)[N:23]=[CH:22][CH:21]=3)=[CH:15][CH:14]=2)=[N:4][N:3]=1.[CH3:32][O-:33].[Na+], predict the reaction product. The product is: [CH3:32][O:33][C:2]1[C:11]2[C:6](=[CH:7][CH:8]=[CH:9][CH:10]=2)[C:5]([NH:12][C:13]2[CH:18]=[CH:17][C:16]([S:19][C:20]3[C:29]4[C:24](=[CH:25][C:26]([O:30][CH3:31])=[CH:27][N:28]=4)[N:23]=[CH:22][CH:21]=3)=[CH:15][CH:14]=2)=[N:4][N:3]=1. (2) Given the reactants C(Cl)(=O)C(Cl)=O.CS(C)=O.[C:11]([O:15][C:16]([N:18]1[CH2:23][CH2:22][CH:21]([CH2:24][OH:25])[CH2:20][CH2:19]1)=[O:17])([CH3:14])([CH3:13])[CH3:12].C(N(CC)CC)C, predict the reaction product. The product is: [C:11]([O:15][C:16]([N:18]1[CH2:23][CH2:22][CH:21]([CH:24]=[O:25])[CH2:20][CH2:19]1)=[O:17])([CH3:14])([CH3:13])[CH3:12].